From a dataset of Catalyst prediction with 721,799 reactions and 888 catalyst types from USPTO. Predict which catalyst facilitates the given reaction. (1) Reactant: Cl.[Cl:2][C:3]1[CH:8]=[C:7]([CH2:9][NH:10][C:11]([C@@H:13]2[CH2:17][C@@H:16]([F:18])[CH2:15][NH:14]2)=[O:12])[CH:6]=[C:5]([C:19]2[CH:20]=[N:21][C:22]([C:25]([F:28])([F:27])[F:26])=[CH:23][CH:24]=2)[N:4]=1.[F:29][C:30]1[CH:35]=[CH:34][C:33]([S:36](Cl)(=[O:38])=[O:37])=[CH:32][CH:31]=1.C(N(CC)CC)C. Product: [Cl:2][C:3]1[CH:8]=[C:7]([CH2:9][NH:10][C:11]([C@@H:13]2[CH2:17][C@@H:16]([F:18])[CH2:15][N:14]2[S:36]([C:33]2[CH:34]=[CH:35][C:30]([F:29])=[CH:31][CH:32]=2)(=[O:38])=[O:37])=[O:12])[CH:6]=[C:5]([C:19]2[CH:20]=[N:21][C:22]([C:25]([F:28])([F:26])[F:27])=[CH:23][CH:24]=2)[N:4]=1. The catalyst class is: 2. (2) Reactant: Cl[C:2]1[CH:7]=[CH:6][N:5]([CH3:8])[C:4](=[O:9])[C:3]=1[N+:10]([O-:12])=[O:11].[NH2:13][C:14]1[CH:15]=[C:16]([C:20]2[C:21]([C:26]#[N:27])=[CH:22][CH:23]=[CH:24][CH:25]=2)[CH:17]=[CH:18][CH:19]=1.C(N(CC)CC)C. Product: [CH3:8][N:5]1[CH:6]=[CH:7][C:2]([NH:13][C:14]2[CH:15]=[C:16]([C:20]3[C:21]([C:26]#[N:27])=[CH:22][CH:23]=[CH:24][CH:25]=3)[CH:17]=[CH:18][CH:19]=2)=[C:3]([N+:10]([O-:12])=[O:11])[C:4]1=[O:9]. The catalyst class is: 16.